This data is from Full USPTO retrosynthesis dataset with 1.9M reactions from patents (1976-2016). The task is: Predict the reactants needed to synthesize the given product. (1) Given the product [CH2:20]([O:19][C:12]([C:25]1[N:22]=[CH:31][N:1]([C:2]2[CH:3]=[CH:4][CH:5]=[C:6]3[C:11]=2[N:10]=[CH:9][CH:8]=[CH:7]3)[CH:26]=1)=[O:16])[CH3:21], predict the reactants needed to synthesize it. The reactants are: [NH2:1][C:2]1[CH:3]=[CH:4][CH:5]=[C:6]2[C:11]=1[N:10]=[CH:9][CH:8]=[CH:7]2.[CH:12]([O:19][CH2:20][CH3:21])([O:16]CC)OCC.[N+:22]([CH2:25][C:26](OCC)=O)([O-])=O.[C:31](O)(=O)C. (2) Given the product [CH3:32][N:19]([CH2:18][C:10]1[N:11]=[C:12]2[CH:17]=[CH:16][CH:15]=[CH:14][N:13]2[C:9]=1[CH2:8][N:5]1[CH2:4][CH2:3][N:2]([CH3:1])[CH2:7][CH2:6]1)[CH:20]1[C:29]2[N:28]=[CH:27][CH:26]=[CH:25][C:24]=2[CH2:23][CH2:22][CH2:21]1, predict the reactants needed to synthesize it. The reactants are: [CH3:1][N:2]1[CH2:7][CH2:6][N:5]([CH2:8][C:9]2[N:13]3[CH:14]=[CH:15][CH:16]=[CH:17][C:12]3=[N:11][C:10]=2[CH2:18][NH:19][CH:20]2[C:29]3[N:28]=[CH:27][CH:26]=[CH:25][C:24]=3[CH2:23][CH2:22][CH2:21]2)[CH2:4][CH2:3]1.C=O.[C:32](O[BH-](OC(=O)C)OC(=O)C)(=O)C.[Na+].C(O)(=O)C.C(=O)([O-])[O-].[Na+].[Na+].